This data is from Aqueous solubility values for 9,982 compounds from the AqSolDB database. The task is: Regression/Classification. Given a drug SMILES string, predict its absorption, distribution, metabolism, or excretion properties. Task type varies by dataset: regression for continuous measurements (e.g., permeability, clearance, half-life) or binary classification for categorical outcomes (e.g., BBB penetration, CYP inhibition). For this dataset (solubility_aqsoldb), we predict Y. (1) The drug is Cc1nc(C)c(C(=O)O)cc1C(=O)O. The Y is -2.81 log mol/L. (2) The drug is C=C(C)C(=O)C(=CC(=O)O)OC. The Y is -0.930 log mol/L. (3) The compound is CCCCCC1COCCC1OC(C)=O. The Y is -3.00 log mol/L. (4) The compound is Clc1ccc(Oc2cc(Cl)cc(Cl)c2)cc1. The Y is -5.52 log mol/L. (5) The compound is O=Cc1cccc([N+](=O)[O-])c1. The Y is -1.98 log mol/L. (6) The drug is Cc1ccc(-c2nc3ccc(C)cn3c2CC(=O)N(C)C)cc1. The Y is -1.30 log mol/L. (7) The drug is S.[Mo]. The Y is -5.81 log mol/L. (8) The compound is Clc1ccccc1I. The Y is -3.54 log mol/L. (9) The compound is CC1(C)CNCC(C)(C)C1OC(=O)CCCCCCCCC(=O)OC1C(C)(C)CNCC1(C)C. The Y is -4.41 log mol/L. (10) The molecule is Cc1ccc([N+](=O)[O-])cc1[N+](=O)[O-]. The Y is -3.04 log mol/L.